From a dataset of Forward reaction prediction with 1.9M reactions from USPTO patents (1976-2016). Predict the product of the given reaction. (1) Given the reactants [OH:1][CH:2]1[CH2:7][CH2:6][NH:5][CH2:4][CH2:3]1.C(OC([N:15]([C@H:17]([CH2:21][C:22]1[CH:27]=[CH:26][CH:25]=[CH:24][CH:23]=1)[C:18]([OH:20])=O)[CH3:16])=O)(C)(C)C.C(O[C:33]([N:35]([C@H:37]([CH2:41][C:42]1[CH:47]=[CH:46][C:45]([C:48]2[CH:53]=[CH:52][CH:51]=[CH:50][CH:49]=2)=[CH:44][CH:43]=1)[C:38]([OH:40])=O)[CH3:36])=[O:34])(C)(C)C.C(OC([NH:61][C:62]([CH3:70])([CH3:69])[CH2:63]/[CH:64]=[CH:65]/C(O)=O)=O)(C)(C)C, predict the reaction product. The product is: [CH2:21]([C@@H:17]([N:15]([CH3:16])[C:38]([C@H:37]([N:35]([CH3:36])[C:33](=[O:34])/[CH:65]=[CH:64]/[CH2:63][C:62]([NH2:61])([CH3:70])[CH3:69])[CH2:41][C:42]1[CH:43]=[CH:44][C:45]([C:48]2[CH:49]=[CH:50][CH:51]=[CH:52][CH:53]=2)=[CH:46][CH:47]=1)=[O:40])[C:18]([N:5]1[CH2:6][CH2:7][CH:2]([OH:1])[CH2:3][CH2:4]1)=[O:20])[C:22]1[CH:23]=[CH:24][CH:25]=[CH:26][CH:27]=1. (2) Given the reactants ClC1[CH:3]=[C:4]([C:9]2[N:13]3[C:14]4[N:22]=[C:21]([O:23][CH3:24])[CH:20]=[CH:19][C:15]=4[N:16]=[C:17]([CH3:18])[C:12]3=[C:11]([CH3:25])[N:10]=2)[CH:5]=C(Cl)C=1.[N:26]1C=C(B(O)O)C=[N:28][CH:27]=1, predict the reaction product. The product is: [CH3:24][O:23][C:21]1[CH:20]=[CH:19][C:15]2[N:16]=[C:17]([CH3:18])[C:12]3[N:13]([C:9]([C:4]4[CH:5]=[N:26][CH:27]=[N:28][CH:3]=4)=[N:10][C:11]=3[CH3:25])[C:14]=2[N:22]=1. (3) Given the reactants [NH2:1][C:2]1[N:7]=[C:6]([N:8]2[C@H:13]([CH3:14])[CH2:12][CH2:11][C@H:10]([C:15](O)=[O:16])[CH2:9]2)[CH:5]=[C:4]([C:18]2[CH:23]=[CH:22][C:21]([C:24]#[N:25])=[C:20]([F:26])[CH:19]=2)[N:3]=1.CN(C(ON1N=NC2C=CC=NC1=2)=[N+](C)C)C.F[P-](F)(F)(F)(F)F.CCN(C(C)C)C(C)C.[CH3:60][O:61][C:62]1[CH:67]=[CH:66][C:65]([CH2:68][NH2:69])=[CH:64][CH:63]=1, predict the reaction product. The product is: [NH2:1][C:2]1[N:7]=[C:6]([N:8]2[C@H:13]([CH3:14])[CH2:12][CH2:11][C@H:10]([C:15]([NH:69][CH2:68][C:65]3[CH:66]=[CH:67][C:62]([O:61][CH3:60])=[CH:63][CH:64]=3)=[O:16])[CH2:9]2)[CH:5]=[C:4]([C:18]2[CH:23]=[CH:22][C:21]([C:24]#[N:25])=[C:20]([F:26])[CH:19]=2)[N:3]=1.